From a dataset of TCR-epitope binding with 47,182 pairs between 192 epitopes and 23,139 TCRs. Binary Classification. Given a T-cell receptor sequence (or CDR3 region) and an epitope sequence, predict whether binding occurs between them. (1) The epitope is KLNVGDYFV. The TCR CDR3 sequence is CSPSRLANNEQFF. Result: 1 (the TCR binds to the epitope). (2) The epitope is MMISAGFSL. The TCR CDR3 sequence is CASSKALKTSGATSYNEQFF. Result: 0 (the TCR does not bind to the epitope). (3) The epitope is DRFYKTLRAEQASQEV. The TCR CDR3 sequence is CASSKLASTAGEQYF. Result: 1 (the TCR binds to the epitope). (4) The epitope is EIYKRWII. The TCR CDR3 sequence is CASSSREVTGELFF. Result: 0 (the TCR does not bind to the epitope). (5) The epitope is GTITSGWTF. The TCR CDR3 sequence is CASSPREVMNTEAFF. Result: 1 (the TCR binds to the epitope). (6) The epitope is RLRAEAQVK. The TCR CDR3 sequence is CASSLGSAEAFF. Result: 1 (the TCR binds to the epitope). (7) The epitope is LPAADLDDF. The TCR CDR3 sequence is CASSPDWGGNEQYF. Result: 0 (the TCR does not bind to the epitope). (8) The epitope is TLDSKTQSL. The TCR CDR3 sequence is CASSARGYNEQFF. Result: 0 (the TCR does not bind to the epitope). (9) The epitope is RISNCVADY. The TCR CDR3 sequence is CASSMDRGSADTQYF. Result: 0 (the TCR does not bind to the epitope).